From a dataset of CYP2D6 inhibition data for predicting drug metabolism from PubChem BioAssay. Regression/Classification. Given a drug SMILES string, predict its absorption, distribution, metabolism, or excretion properties. Task type varies by dataset: regression for continuous measurements (e.g., permeability, clearance, half-life) or binary classification for categorical outcomes (e.g., BBB penetration, CYP inhibition). Dataset: cyp2d6_veith. The compound is Cc1sc2c(c1C)C(c1ccc(C(C)(C)C)cc1)=NCC(=O)N2CC(=O)Nc1nccs1. The result is 0 (non-inhibitor).